Dataset: Catalyst prediction with 721,799 reactions and 888 catalyst types from USPTO. Task: Predict which catalyst facilitates the given reaction. (1) Reactant: [CH:1]([C:3]1[CH:8]=[CH:7][C:6]([C:9]2[N:10]=[C:11]3[CH:16]=[C:15]([C:17]#[N:18])[CH:14]=[CH:13][N:12]3[C:19]=2[C:20]2[CH:25]=[CH:24][CH:23]=[CH:22][CH:21]=2)=[CH:5][CH:4]=1)=O.[CH2:26]([N:28](CC)CC)[CH3:27].Cl.Cl.[CH3:35][C:36]1[CH:41]=[C:40]([C:42]2[NH:46][N:45]=[C:44]([CH:47]3[CH2:52][CH2:51][NH:50][CH2:49][CH2:48]3)[N:43]=2)C=CN=1.C(O)(=O)C.[BH-](OC(C)=O)(OC(C)=O)OC(C)=O.[Na+]. Product: [CH3:27][C:26]1[N:28]=[C:40]([C:42]2[NH:43][C:44]([CH:47]3[CH2:48][CH2:49][N:50]([CH2:1][C:3]4[CH:8]=[CH:7][C:6]([C:9]5[N:10]=[C:11]6[CH:16]=[C:15]([C:17]#[N:18])[CH:14]=[CH:13][N:12]6[C:19]=5[C:20]5[CH:25]=[CH:24][CH:23]=[CH:22][CH:21]=5)=[CH:5][CH:4]=4)[CH2:51][CH2:52]3)=[N:45][N:46]=2)[CH:41]=[CH:36][CH:35]=1. The catalyst class is: 396. (2) Reactant: [OH:1][CH2:2][CH2:3][CH2:4][C:5]1([C:26]#[N:27])[CH2:12][C:11]2[C:6]1=[CH:7][C:8]([O:15][Si:16]([CH:23]([CH3:25])[CH3:24])([CH:20]([CH3:22])[CH3:21])[CH:17]([CH3:19])[CH3:18])=[C:9]([O:13][CH3:14])[CH:10]=2.CS(C)=O.CCN(CC)CC. Product: [CH:23]([Si:16]([CH:17]([CH3:19])[CH3:18])([CH:20]([CH3:22])[CH3:21])[O:15][C:8]1[CH:7]=[C:6]2[C:11]([CH2:12][C:5]2([CH2:4][CH2:3][CH:2]=[O:1])[C:26]#[N:27])=[CH:10][C:9]=1[O:13][CH3:14])([CH3:25])[CH3:24]. The catalyst class is: 6. (3) Reactant: [Br:1][C:2]1[N:7]=[C:6]([CH2:8][OH:9])[CH:5]=[CH:4][CH:3]=1.[H-].[Na+].[CH3:12]I. Product: [Br:1][C:2]1[CH:3]=[CH:4][CH:5]=[C:6]([CH2:8][O:9][CH3:12])[N:7]=1. The catalyst class is: 35. (4) Reactant: [Br:1][C:2]1[CH:7]=[CH:6][C:5]([S:8]C(=O)N(C)C)=[C:4]([CH:14]=O)[CH:3]=1.[OH-].[Na+].C(O)(=O)CC(CC(O)=O)(C(O)=O)O.[Br:31][C:32]1[CH:37]=[CH:36][C:35]([CH:38]=[CH:39][N+:40]([O-:42])=[O:41])=[CH:34][CH:33]=1.N1CCCCC1C(O)=O. Product: [Br:1][C:2]1[CH:3]=[C:4]2[C:5](=[CH:6][CH:7]=1)[S:8][CH:38]([C:35]1[CH:34]=[CH:33][C:32]([Br:31])=[CH:37][CH:36]=1)[C:39]([N+:40]([O-:42])=[O:41])=[CH:14]2. The catalyst class is: 24. (5) Reactant: CC(N=N[C:8]([C:11]#N)([CH3:10])C)(C#N)C.C([O:18][C:19]1(C)[CH:26]2[CH2:27][CH:22]3CC(CC1C3)C2)(=O)C(C)=C.O=[C:31]1[CH:35]([O:36]C(=O)C(C)=C)[CH2:34]CO1.C(OC(O)C1C2C(=CC=CC=2)C=CC=1)(=O)C=C. Product: [O:18]1[CH2:19][CH2:26][CH2:27][CH2:22]1.[CH:35]([O:36][CH:8]([CH3:10])[CH3:11])([CH3:31])[CH3:34]. The catalyst class is: 783.